Dataset: Peptide-MHC class I binding affinity with 185,985 pairs from IEDB/IMGT. Task: Regression. Given a peptide amino acid sequence and an MHC pseudo amino acid sequence, predict their binding affinity value. This is MHC class I binding data. (1) The peptide sequence is RVIDSRKSV. The MHC is HLA-B51:01 with pseudo-sequence HLA-B51:01. The binding affinity (normalized) is 0.318. (2) The peptide sequence is IVTDFSVIK. The MHC is HLA-A33:01 with pseudo-sequence HLA-A33:01. The binding affinity (normalized) is 0. (3) The peptide sequence is AYSSWMYSY. The MHC is HLA-B54:01 with pseudo-sequence HLA-B54:01. The binding affinity (normalized) is 0.0637. (4) The peptide sequence is ATKRYPGVM. The MHC is HLA-A68:02 with pseudo-sequence HLA-A68:02. The binding affinity (normalized) is 0.0937. (5) The peptide sequence is FLEESHPGI. The MHC is HLA-B40:01 with pseudo-sequence HLA-B40:01. The binding affinity (normalized) is 0.0847. (6) The binding affinity (normalized) is 0.220. The peptide sequence is IEELFYSYA. The MHC is HLA-B44:03 with pseudo-sequence HLA-B44:03. (7) The peptide sequence is AVLQSGFRK. The MHC is HLA-B07:02 with pseudo-sequence HLA-B07:02. The binding affinity (normalized) is 0.0847.